Dataset: Forward reaction prediction with 1.9M reactions from USPTO patents (1976-2016). Task: Predict the product of the given reaction. Given the reactants FC(F)(F)C(O)=O.[CH3:8][C:9]1[S:10][CH:11]=[C:12]([C:14]([N:16]2[CH2:27][CH2:26][C:20]3([CH2:25][CH2:24][NH:23][CH2:22][CH2:21]3)[O:19][CH2:18][CH2:17]2)=[O:15])[N:13]=1.C(N(CC)CC)C.Br[CH2:36][C:37]1[CH:38]=[C:39]([CH2:43][CH2:44][OH:45])[CH:40]=[CH:41][CH:42]=1, predict the reaction product. The product is: [OH:45][CH2:44][CH2:43][C:39]1[CH:38]=[C:37]([CH:42]=[CH:41][CH:40]=1)[CH2:36][N:23]1[CH2:24][CH2:25][C:20]2([CH2:26][CH2:27][N:16]([C:14]([C:12]3[N:13]=[C:9]([CH3:8])[S:10][CH:11]=3)=[O:15])[CH2:17][CH2:18][O:19]2)[CH2:21][CH2:22]1.